From a dataset of Peptide-MHC class II binding affinity with 134,281 pairs from IEDB. Regression. Given a peptide amino acid sequence and an MHC pseudo amino acid sequence, predict their binding affinity value. This is MHC class II binding data. (1) The peptide sequence is EDTNIYNSNEAFKVE. The MHC is DRB1_1101 with pseudo-sequence DRB1_1101. The binding affinity (normalized) is 0.137. (2) The peptide sequence is VNKYLKVVFIPNYNV. The MHC is HLA-DQA10501-DQB10301 with pseudo-sequence HLA-DQA10501-DQB10301. The binding affinity (normalized) is 0.119. (3) The peptide sequence is TWQGGSGMASHIIYE. The MHC is DRB3_0202 with pseudo-sequence DRB3_0202. The binding affinity (normalized) is 0.0356. (4) The peptide sequence is LASSCQVAFSYFPPP. The MHC is DRB1_0802 with pseudo-sequence DRB1_0802. The binding affinity (normalized) is 0.166. (5) The peptide sequence is APEVKYTVFETALKKAITAM. The MHC is HLA-DQA10102-DQB10602 with pseudo-sequence HLA-DQA10102-DQB10602. The binding affinity (normalized) is 0.631. (6) The binding affinity (normalized) is 0.766. The peptide sequence is NRNNTFKPFAEYKSDYVYQPFPK. The MHC is DRB1_1501 with pseudo-sequence DRB1_1501.